Task: Predict the reaction yield, written as a fraction of the theoretical maximum amount of product (1.0 means a 100% yield; for example, 0.34 means a 34% yield).. Dataset: Reaction yield outcomes from USPTO patents with 853,638 reactions (1) The reactants are [F:1][C:2]([F:31])([F:30])[O:3][C:4]1[CH:29]=[CH:28][CH:27]=[CH:26][C:5]=1[CH2:6][N:7]1[CH2:12][CH2:11][NH:10][C:9]2[N:13]=[CH:14][C:15]([C:17]3[CH:25]=[CH:24][C:20]([C:21]([OH:23])=O)=[CH:19][CH:18]=3)=[CH:16][C:8]1=2.[N:32]1([CH:37]2[CH2:42][CH2:41][NH:40][CH2:39][CH2:38]2)[CH2:36][CH2:35][CH2:34][CH2:33]1. No catalyst specified. The product is [N:32]1([CH:37]2[CH2:42][CH2:41][N:40]([C:21]([C:20]3[CH:24]=[CH:25][C:17]([C:15]4[CH:14]=[N:13][C:9]5[NH:10][CH2:11][CH2:12][N:7]([CH2:6][C:5]6[CH:26]=[CH:27][CH:28]=[CH:29][C:4]=6[O:3][C:2]([F:30])([F:31])[F:1])[C:8]=5[CH:16]=4)=[CH:18][CH:19]=3)=[O:23])[CH2:39][CH2:38]2)[CH2:36][CH2:35][CH2:34][CH2:33]1. The yield is 0.650. (2) The reactants are [Br:1][C:2]1[CH:3]=[CH:4][C:5]([NH:8][NH:9][C:10](=O)[C:11]2[CH:16]=[CH:15][CH:14]=[CH:13][C:12]=2[Cl:17])=[N:6][CH:7]=1. The catalyst is O=P(Cl)(Cl)Cl. The product is [Br:1][C:2]1[CH:3]=[CH:4][C:5]2[N:6]([C:10]([C:11]3[CH:16]=[CH:15][CH:14]=[CH:13][C:12]=3[Cl:17])=[N:9][N:8]=2)[CH:7]=1. The yield is 0.300. (3) The reactants are [NH2:1][C:2]1[CH:7]=[CH:6][C:5]([CH:8]([CH2:17][CH:18]2[CH2:22][CH2:21][CH2:20][CH2:19]2)[C:9]([NH:11][C:12]2[S:13][CH:14]=[CH:15][N:16]=2)=[O:10])=[CH:4][CH:3]=1.[CH3:23][S:24](Cl)(=[O:26])=[O:25]. The catalyst is N1C=CC=CC=1. The product is [CH:18]1([CH2:17][CH:8]([C:5]2[CH:4]=[CH:3][C:2]([NH:1][S:24]([CH3:23])(=[O:26])=[O:25])=[CH:7][CH:6]=2)[C:9]([NH:11][C:12]2[S:13][CH:14]=[CH:15][N:16]=2)=[O:10])[CH2:22][CH2:21][CH2:20][CH2:19]1. The yield is 0.499. (4) The reactants are [Cl:1][C:2]1[C:3]([O:12][C:13]2[CH:18]=[C:17]([OH:19])[CH:16]=[CH:15][C:14]=2[CH2:20][CH2:21][C:22]([O:24][CH2:25][CH3:26])=[O:23])=[N:4][CH:5]=[C:6]([C:8]([F:11])([F:10])[F:9])[CH:7]=1.O[CH2:28][CH2:29][N:30]1[CH2:35][CH2:34][O:33][CH2:32][CH2:31]1.C(P(CCCC)CCCC)CCC.N(C(N1CCCCC1)=O)=NC(N1CCCCC1)=O. The catalyst is O1CCCC1. The product is [Cl:1][C:2]1[C:3]([O:12][C:13]2[CH:18]=[C:17]([O:19][CH2:28][CH2:29][N:30]3[CH2:35][CH2:34][O:33][CH2:32][CH2:31]3)[CH:16]=[CH:15][C:14]=2[CH2:20][CH2:21][C:22]([O:24][CH2:25][CH3:26])=[O:23])=[N:4][CH:5]=[C:6]([C:8]([F:9])([F:11])[F:10])[CH:7]=1. The yield is 0.810. (5) The reactants are CCN(C(C)C)C(C)C.CN(C(ON1N=NC2C=CC=NC1=2)=[N+](C)C)C.F[P-](F)(F)(F)(F)F.[Cl:34][C:35]1[CH:36]=[C:37]([CH:40]=[C:41]([O:43][C:44]2[C:49]([Cl:50])=[CH:48][CH:47]=[C:46]([CH2:51][NH:52][CH2:53][CH3:54])[C:45]=2[F:55])[CH:42]=1)[C:38]#[N:39].[NH:56]1[CH:60]=[CH:59][CH:58]=[C:57]1[C:61]([OH:63])=O.C([O-])(O)=O.[Na+]. The catalyst is C(OCC)(=O)C.CN(C=O)C. The product is [Cl:50][C:49]1[CH:48]=[CH:47][C:46]([CH2:51][N:52]([CH2:53][CH3:54])[C:61]([C:57]2[NH:56][CH:60]=[CH:59][CH:58]=2)=[O:63])=[C:45]([F:55])[C:44]=1[O:43][C:41]1[CH:40]=[C:37]([C:38]#[N:39])[CH:36]=[C:35]([Cl:34])[CH:42]=1. The yield is 0.310. (6) The reactants are [CH2:1]([O:8][C:9]([NH:11][C@@H:12]1[CH2:20][C:19]2[C:14](=[CH:15][CH:16]=[C:17]([CH2:21][C:22]3[CH:23]=[C:24]([CH:29]=[C:30]([C:32]([F:35])([F:34])[F:33])[CH:31]=3)[C:25](OC)=[O:26])[CH:18]=2)[CH2:13]1)=[O:10])[C:2]1[CH:7]=[CH:6][CH:5]=[CH:4][CH:3]=1.[H-].[Al+3].[Li+].[H-].[H-].[H-]. The catalyst is C1COCC1. The product is [OH:26][CH2:25][C:24]1[CH:23]=[C:22]([CH:31]=[C:30]([C:32]([F:33])([F:34])[F:35])[CH:29]=1)[CH2:21][C:17]1[CH:18]=[C:19]2[C:14](=[CH:15][CH:16]=1)[CH2:13][C@H:12]([NH:11][C:9](=[O:10])[O:8][CH2:1][C:2]1[CH:7]=[CH:6][CH:5]=[CH:4][CH:3]=1)[CH2:20]2. The yield is 1.02. (7) The reactants are Br[C:2]1[CH:7]=[C:6]([F:8])[CH:5]=[CH:4][C:3]=1[F:9].N#N.[CH2:12]([OH:14])[CH3:13].[Li][CH:16](CC)C.C1CCCCC1.B(F)(F)F.C(OCC)C. The catalyst is C1COCC1. The product is [F:9][C:3]1[CH:4]=[CH:5][C:6]([F:8])=[CH:7][C:2]=1[CH2:13][C@H:12]([OH:14])[CH3:16]. The yield is 0.625.